From a dataset of Reaction yield outcomes from USPTO patents with 853,638 reactions. Predict the reaction yield, written as a fraction of the theoretical maximum amount of product (1.0 means a 100% yield; for example, 0.34 means a 34% yield). (1) The reactants are [CH3:1][O:2][C:3]1[CH:8]=[CH:7][C:6]([C:9]2[O:13][C:12]([CH3:14])=[C:11]([CH:15]([NH:20][C:21]3[CH:29]=[CH:28][C:24]([C:25](O)=[O:26])=[CH:23][CH:22]=3)[CH2:16][CH:17]([CH3:19])[CH3:18])[CH:10]=2)=[C:5]([CH3:30])C=1.[CH3:31][NH:32][CH2:33][CH2:34][C:35]([O:37]CC)=[O:36].Cl.[CH2:41](N=C=NCCCN(C)C)C.O.OC1C2N=NNC=2C=CC=1. The catalyst is CN(C)C=O.C(OCC)(=O)C.C(N(CC)CC)C. The product is [CH3:1][O:2][C:3]1[CH:8]=[CH:7][C:6]([C:9]2[O:13][C:12]([CH3:14])=[C:11]([CH:15]([NH:20][C:21]3[CH:22]=[CH:23][C:24]([C:25]([N:32]([CH3:31])[CH2:33][CH2:34][C:35]([OH:37])=[O:36])=[O:26])=[CH:28][CH:29]=3)[CH2:16][CH:17]([CH3:18])[CH3:19])[CH:10]=2)=[C:5]([CH3:41])[CH:30]=1. The yield is 0.740. (2) The catalyst is C1(C)C=CC=CC=1.C(O)C.C(OCC)(=O)C.C1C=CC([P]([Pd]([P](C2C=CC=CC=2)(C2C=CC=CC=2)C2C=CC=CC=2)([P](C2C=CC=CC=2)(C2C=CC=CC=2)C2C=CC=CC=2)[P](C2C=CC=CC=2)(C2C=CC=CC=2)C2C=CC=CC=2)(C2C=CC=CC=2)C2C=CC=CC=2)=CC=1. The yield is 0.750. The product is [CH3:1][O:2][C:3](=[O:30])[C@@H:4]1[CH2:8][CH:7]([O:9][C:10]2[CH:15]=[CH:14][C:13]([C:16]3[CH:21]=[CH:20][C:19]([C:43]4[C:37]5[O:36][C:35]6[CH:34]=[CH:33][CH:32]=[CH:31][C:39]=6[C:38]=5[CH:40]=[CH:41][CH:42]=4)=[CH:18][CH:17]=3)=[CH:12][CH:11]=2)[CH2:6][N:5]1[C:23]([O:25][C:26]([CH3:29])([CH3:28])[CH3:27])=[O:24]. The reactants are [CH3:1][O:2][C:3](=[O:30])[C@@H:4]1[CH2:8][CH:7]([O:9][C:10]2[CH:15]=[CH:14][C:13]([C:16]3[CH:21]=[CH:20][C:19](Br)=[CH:18][CH:17]=3)=[CH:12][CH:11]=2)[CH2:6][N:5]1[C:23]([O:25][C:26]([CH3:29])([CH3:28])[CH3:27])=[O:24].[CH:31]1[C:39]2[C:38]3[CH:40]=[CH:41][CH:42]=[CH:43][C:37]=3[O:36][C:35]=2[C:34](B(O)O)=[CH:33][CH:32]=1.C([O-])([O-])=O.[K+].[K+]. (3) The reactants are [I:1][C:2]1[CH:3]=[C:4]([CH:8]=[C:9]([N+:11]([O-:13])=[O:12])[CH:10]=1)[C:5]([OH:7])=[O:6].O=S(Cl)Cl.[CH3:18]O. No catalyst specified. The product is [CH3:18][O:6][C:5](=[O:7])[C:4]1[CH:8]=[C:9]([N+:11]([O-:13])=[O:12])[CH:10]=[C:2]([I:1])[CH:3]=1. The yield is 0.990. (4) The reactants are [C:1]([C:5]1[CH:9]=[C:8]([NH2:10])[N:7]([C:11]2[CH:16]=[CH:15][CH:14]=[CH:13][C:12]=2[F:17])[N:6]=1)([CH3:4])([CH3:3])[CH3:2].Cl[C:19]([O:21][C:22]1[CH:27]=[CH:26][CH:25]=[CH:24][CH:23]=1)=[O:20]. No catalyst specified. The product is [C:1]([C:5]1[CH:9]=[C:8]([NH:10][C:19](=[O:20])[O:21][C:22]2[CH:27]=[CH:26][CH:25]=[CH:24][CH:23]=2)[N:7]([C:11]2[CH:16]=[CH:15][CH:14]=[CH:13][C:12]=2[F:17])[N:6]=1)([CH3:4])([CH3:2])[CH3:3]. The yield is 0.590. (5) The reactants are [NH2:1][C:2]1[C:3]([F:23])=[CH:4][C:5]([CH3:22])=[C:6]([C:8]2[C:9](=[O:21])[N:10]([CH2:19][CH3:20])[C:11]3[C:16]([CH:17]=2)=[CH:15][N:14]=[C:13](Cl)[CH:12]=3)[CH:7]=1.[CH3:24][O:25][CH2:26][CH2:27][NH2:28]. The catalyst is O1CCOCC1. The yield is 0.730. The product is [NH2:1][C:2]1[C:3]([F:23])=[CH:4][C:5]([CH3:22])=[C:6]([C:8]2[C:9](=[O:21])[N:10]([CH2:19][CH3:20])[C:11]3[C:16]([CH:17]=2)=[CH:15][N:14]=[C:13]([NH:28][CH2:27][CH2:26][O:25][CH3:24])[CH:12]=3)[CH:7]=1. (6) The reactants are [C:1]([C:5]1[S:9][C:8]([NH2:10])=[N:7][N:6]=1)([CH3:4])([CH3:3])[CH3:2].[Li].[CH2:12]([O:19][C:20]([NH:22][CH2:23][C@H:24]([NH:30][C:31](=[O:36])[CH2:32][C:33](O)=[O:34])[C@@H:25]([OH:29])[C:26]#[C:27][CH3:28])=[O:21])[C:13]1[CH:18]=[CH:17][CH:16]=[CH:15][CH:14]=1.C(N(CC)C(C)C)(C)C.CN(C(ON1N=NC2C=CC=NC1=2)=[N+](C)C)C.F[P-](F)(F)(F)(F)F. The catalyst is C(Cl)Cl.CN(C=O)C. The product is [CH2:12]([O:19][C:20](=[O:21])[NH:22][CH2:23][C@H:24]([NH:30][C:31](=[O:36])[CH2:32][C:33](=[O:34])[NH:10][C:8]1[S:9][C:5]([C:1]([CH3:4])([CH3:3])[CH3:2])=[N:6][N:7]=1)[C@@H:25]([OH:29])[C:26]#[C:27][CH3:28])[C:13]1[CH:18]=[CH:17][CH:16]=[CH:15][CH:14]=1. The yield is 0.430. (7) The reactants are [CH3:1][N:2]1[C:6]2=[N:7][CH:8]=[CH:9][C:10]([N:11]3[CH2:16][CH2:15][CH:14]([C:17]([N:19]4[CH2:23][CH2:22][CH2:21][CH2:20]4)=[O:18])[CH2:13][CH2:12]3)=[C:5]2[C:4]([CH:24]=O)=[CH:3]1.[OH:26][C:27]1[C:32]2[C:33](=[O:36])[CH2:34][O:35][C:31]=2[CH:30]=[CH:29][CH:28]=1. The catalyst is Cl.CCO. The product is [OH:26][C:27]1[C:32]2[C:33](=[O:36])/[C:34](=[CH:24]/[C:4]3[C:5]4[C:6](=[N:7][CH:8]=[CH:9][C:10]=4[N:11]4[CH2:16][CH2:15][CH:14]([C:17]([N:19]5[CH2:23][CH2:22][CH2:21][CH2:20]5)=[O:18])[CH2:13][CH2:12]4)[N:2]([CH3:1])[CH:3]=3)/[O:35][C:31]=2[CH:30]=[CH:29][CH:28]=1. The yield is 0.460.